From a dataset of Catalyst prediction with 721,799 reactions and 888 catalyst types from USPTO. Predict which catalyst facilitates the given reaction. (1) Reactant: [F:1][C:2]1[CH:3]=[C:4]2[C:12](=[C:13](F)[CH:14]=1)[O:11][C:7]1([CH2:10][CH2:9][CH2:8]1)CC2N.[F:17][C:18]1[CH:19]=[C:20]2[C:24](=[CH:25][CH:26]=1)[NH:23][C:22]([CH3:27])=[C:21]2[CH2:28]C(O)=O.CCN=C=NCCCN(C)C.Cl.C1C=CC2N([OH:53])N=NC=2C=1.C([N:56]([CH2:59][CH3:60])[CH2:57]C)C. Product: [F:1][C:2]1[CH:3]=[C:4]2[C:12](=[CH:13][CH:14]=1)[O:11][C:7]1([CH2:10][CH2:9][CH2:8]1)[CH2:60][CH:59]2[NH:56][C:57](=[O:53])[CH2:27][C:22]1[NH:23][C:24]2[C:20]([C:21]=1[CH3:28])=[CH:19][C:18]([F:17])=[CH:26][CH:25]=2. The catalyst class is: 4. (2) Reactant: [N+:1]([CH2:4][CH2:5][OH:6])([O-:3])=[O:2].[C:7](Cl)(=[O:14])[C:8]1[CH:13]=[CH:12][CH:11]=[CH:10][CH:9]=1. Product: [N+:1]([CH2:4][CH2:5][O:6][C:7](=[O:14])[C:8]1[CH:13]=[CH:12][CH:11]=[CH:10][CH:9]=1)([O-:3])=[O:2]. The catalyst class is: 48. (3) Reactant: Br[C:2]1[C:11]([CH3:12])=[CH:10][CH:9]=[CH:8][C:3]=1[C:4]([O:6][CH3:7])=[O:5].[CH2:13]([O:20][C:21]([CH:24]1[CH2:29]C(=O)[CH2:27][CH2:26][O:25]1)([CH3:23])[CH3:22])[C:14]1[CH:19]=[CH:18][CH:17]=[CH:16][CH:15]=1.CC1(C)C2C(=C(P(C3C=CC=CC=3)C3C=CC=CC=3)C=CC=2)OC2C(P(C3C=CC=CC=3)C3C=CC=CC=3)=CC=CC1=2.C(=O)([O-])[O-].[Cs+].[Cs+].N#N. Product: [CH2:13]([O:20][C:21]([CH:24]1[O:25][CH2:26][C:27]2[C:2]3[C:11]([CH3:12])=[CH:10][CH:9]=[CH:8][C:3]=3[C:4](=[O:5])[O:6][C:7]=2[CH2:29]1)([CH3:23])[CH3:22])[C:14]1[CH:19]=[CH:18][CH:17]=[CH:16][CH:15]=1. The catalyst class is: 102. (4) Reactant: [CH3:1][C:2]1([CH3:23])[C:10]2[C:5](=[CH:6][C:7]([N+:12]([O-])=O)=[CH:8][C:9]=2[CH3:11])[N:4]([C:15]([O:17][C:18]([CH3:21])([CH3:20])[CH3:19])=[O:16])[C:3]1=[O:22]. Product: [NH2:12][C:7]1[CH:6]=[C:5]2[C:10]([C:2]([CH3:23])([CH3:1])[C:3](=[O:22])[N:4]2[C:15]([O:17][C:18]([CH3:19])([CH3:20])[CH3:21])=[O:16])=[C:9]([CH3:11])[CH:8]=1. The catalyst class is: 153.